Dataset: Full USPTO retrosynthesis dataset with 1.9M reactions from patents (1976-2016). Task: Predict the reactants needed to synthesize the given product. (1) Given the product [CH3:25][O:24][N:23]([CH3:22])[C:1](=[O:20])[CH2:2][CH2:3][CH2:4][CH2:5][CH2:6][CH2:7][CH2:8]/[CH:9]=[CH:10]\[CH2:11]/[CH:12]=[CH:13]\[CH2:14][CH2:15][CH2:16][CH2:17][CH3:18], predict the reactants needed to synthesize it. The reactants are: [C:1]([OH:20])(=O)[CH2:2][CH2:3][CH2:4][CH2:5][CH2:6][CH2:7][CH2:8]/[CH:9]=[CH:10]\[CH2:11]/[CH:12]=[CH:13]\[CH2:14][CH2:15][CH2:16][CH2:17][CH3:18].Cl.[CH3:22][NH:23][O:24][CH3:25].O.ON1C2C=CC=CC=2N=C1.C(N(CC)CC)C.Cl.C(N=C=NCCCN(C)C)C. (2) Given the product [Br:1][C:2]1[CH:3]2[CH2:11][CH:6]([CH2:5][CH2:4]2)[C:7](=[O:16])[CH:8]=1, predict the reactants needed to synthesize it. The reactants are: [Br:1][C:2]1[CH:3]2[CH2:11][CH:6]([C:7](Br)(Br)[CH:8]=1)[CH2:5][CH2:4]2.C(#N)C.S(=O)(=O)(O)[OH:16].[OH-].[Na+]. (3) The reactants are: [C:1]([C:3]1[CH:8]=[CH:7][C:6]([C:9]2[CH:10]=[N:11][N:12]([C:15]3[CH:23]=[C:22]([CH3:24])[C:18]([C:19]([OH:21])=O)=[CH:17][N:16]=3)[C:13]=2[OH:14])=[CH:5][CH:4]=1)#[N:2].[CH3:25][NH:26][CH:27]1[CH2:32][CH2:31][N:30]([CH3:33])[CH2:29][CH2:28]1. Given the product [C:1]([C:3]1[CH:8]=[CH:7][C:6]([C:9]2[CH:10]=[N:11][N:12]([C:15]3[CH:23]=[C:22]([CH3:24])[C:18]([C:19]([N:26]([CH3:25])[CH:27]4[CH2:32][CH2:31][N:30]([CH3:33])[CH2:29][CH2:28]4)=[O:21])=[CH:17][N:16]=3)[C:13]=2[OH:14])=[CH:5][CH:4]=1)#[N:2], predict the reactants needed to synthesize it. (4) The reactants are: [CH2:1]([O:8][C:9]([N:11]1[CH2:16][CH2:15][CH2:14][CH:13]([N:17]2[C:21]([NH2:22])=[C:20]([C:23]#[N:24])[C:19]([C:25]3[CH:30]=[CH:29][C:28]([B:31]4[O:35]C(C)(C)C(C)(C)[O:32]4)=[CH:27][CH:26]=3)=[N:18]2)[CH2:12]1)=[O:10])[C:2]1[CH:7]=[CH:6][CH:5]=[CH:4][CH:3]=1.I([O-])(=O)(=O)=O.[Na+].C([O-])(=O)C.[NH4+]. Given the product [NH2:22][C:21]1[N:17]([CH:13]2[CH2:14][CH2:15][CH2:16][N:11]([C:9]([O:8][CH2:1][C:2]3[CH:3]=[CH:4][CH:5]=[CH:6][CH:7]=3)=[O:10])[CH2:12]2)[N:18]=[C:19]([C:25]2[CH:26]=[CH:27][C:28]([B:31]([OH:35])[OH:32])=[CH:29][CH:30]=2)[C:20]=1[C:23]#[N:24], predict the reactants needed to synthesize it. (5) Given the product [CH2:1]([CH:11]([CH2:14][CH2:15][CH2:16][CH2:17][CH2:18][CH2:19][CH2:20][CH2:21][CH2:22][CH2:23][CH2:24][CH3:25])[CH2:12][CH2:32][CH2:31][CH2:30][CH2:29][CH2:28][Br:27])[CH2:2][CH2:3][CH2:4][CH2:5][CH2:6][CH2:7][CH2:8][CH2:9][CH3:10], predict the reactants needed to synthesize it. The reactants are: [CH2:1]([CH:11]([CH2:14][CH2:15][CH2:16][CH2:17][CH2:18][CH2:19][CH2:20][CH2:21][CH2:22][CH2:23][CH2:24][CH3:25])[CH2:12]Br)[CH2:2][CH2:3][CH2:4][CH2:5][CH2:6][CH2:7][CH2:8][CH2:9][CH3:10].[Mg].[Br:27][CH2:28][CH2:29][CH2:30][CH2:31][CH2:32]Br. (6) Given the product [Cl:7][C:8]1[CH:9]=[C:10]([CH2:20][C:21]2[O:25][C:24]([C:26]([NH:29][N:30]3[CH2:35][CH2:34][O:33][CH2:32][CH2:31]3)=[O:28])=[CH:23][CH:22]=2)[C:11]2[O:15][C:14]([CH:16]([CH3:18])[CH3:17])=[CH:13][C:12]=2[CH:19]=1, predict the reactants needed to synthesize it. The reactants are: C(Cl)(=O)C(Cl)=O.[Cl:7][C:8]1[CH:9]=[C:10]([CH2:20][C:21]2[O:25][C:24]([C:26]([OH:28])=O)=[CH:23][CH:22]=2)[C:11]2[O:15][C:14]([CH:16]([CH3:18])[CH3:17])=[CH:13][C:12]=2[CH:19]=1.[NH2:29][N:30]1[CH2:35][CH2:34][O:33][CH2:32][CH2:31]1. (7) Given the product [CH3:16][CH:15]([CH3:17])[CH2:14][CH2:13][CH2:12][O:10][C:6]1[CH:5]=[C:4]2[C:9](=[CH:8][CH:7]=1)[NH:1][N:2]=[CH:3]2, predict the reactants needed to synthesize it. The reactants are: [NH:1]1[C:9]2[C:4](=[CH:5][C:6]([OH:10])=[CH:7][CH:8]=2)[CH:3]=[N:2]1.Br[CH2:12][CH2:13][CH2:14][CH:15]([CH3:17])[CH3:16].C(=O)([O-])[O-].[K+].[K+].O. (8) Given the product [CH:20]1([NH:19][C:17](=[O:18])[C:16]2[CH:23]=[CH:24][C:25]([CH3:26])=[C:14]([C:12]3[CH:13]=[C:8]4[CH:7]=[N:6][NH:5][C:9]4=[CH:10][N:11]=3)[CH:15]=2)[CH2:22][CH2:21]1, predict the reactants needed to synthesize it. The reactants are: Cl.C([N:5]1[C:9]2=[CH:10][N:11]=[C:12]([C:14]3[CH:15]=[C:16]([CH:23]=[CH:24][C:25]=3[CH3:26])[C:17]([NH:19][CH:20]3[CH2:22][CH2:21]3)=[O:18])[CH:13]=[C:8]2[CH:7]=[N:6]1)(=O)C.